The task is: Predict the product of the given reaction.. This data is from Forward reaction prediction with 1.9M reactions from USPTO patents (1976-2016). (1) Given the reactants [N+:1]([C:4]1[CH:5]=[C:6]([NH:10][C:11]2[CH:26]=[C:15]3[C:16]4[C:21]([CH2:22][CH2:23][N:14]3[C:13](=[O:27])[N:12]=2)=[CH:20][C:19]([O:24][CH3:25])=[CH:18][CH:17]=4)[CH:7]=[CH:8][CH:9]=1)([O-])=O.CO, predict the reaction product. The product is: [NH2:1][C:4]1[CH:5]=[C:6]([NH:10][C:11]2[CH:26]=[C:15]3[C:16]4[C:21]([CH2:22][CH2:23][N:14]3[C:13](=[O:27])[N:12]=2)=[CH:20][C:19]([O:24][CH3:25])=[CH:18][CH:17]=4)[CH:7]=[CH:8][CH:9]=1. (2) Given the reactants [N+:1]([C:4]1[CH:9]=[CH:8][C:7]([NH:10][CH:11]2[CH2:16][CH2:15][N:14](C(OC(C)(C)C)=O)[CH2:13][CH2:12]2)=[CH:6][C:5]=1[C:24]([F:27])([F:26])[F:25])([O-:3])=[O:2].FC(F)(F)C(O)=O, predict the reaction product. The product is: [N+:1]([C:4]1[CH:9]=[CH:8][C:7]([NH:10][CH:11]2[CH2:12][CH2:13][NH:14][CH2:15][CH2:16]2)=[CH:6][C:5]=1[C:24]([F:27])([F:25])[F:26])([O-:3])=[O:2]. (3) Given the reactants Cl[C:2]1[C:11]2[C:6](=[CH:7][CH:8]=[CH:9][CH:10]=2)[N:5]=[C:4]([Cl:12])[N:3]=1.[OH-].[K+].[OH-].C([N+](CCCC)(CCCC)CCCC)CCC.C(O)(=[O:35])C, predict the reaction product. The product is: [Cl:12][C:4]1[NH:3][C:2](=[O:35])[C:11]2[C:6](=[CH:7][CH:8]=[CH:9][CH:10]=2)[N:5]=1. (4) Given the reactants [NH2:1][C:2](=[N:36][C:37](=[O:45])[C:38]1[CH:43]=[CH:42][C:41]([CH3:44])=[CH:40][CH:39]=1)[C:3]1[CH:8]=[CH:7][C:6]([NH:9][CH:10]([C:23]2[CH:28]=[C:27]([O:29][CH3:30])[CH:26]=[C:25]([O:31][CH2:32][CH2:33][OH:34])[C:24]=2[F:35])[C:11]2[NH:15][C:14](=[O:16])[N:13]([C:17]3[N:22]=[CH:21][CH:20]=[CH:19][N:18]=3)[N:12]=2)=[CH:5][CH:4]=1.C(=O)([O-])O.[K+].[CH3:51][C@@H:52]1[CH2:57][CH2:56][CH2:55][CH2:54][C@H:53]1[O:58][C:59](=[O:64])[O:60][CH:61](Cl)[CH3:62], predict the reaction product. The product is: [CH3:51][C@@H:52]1[CH2:57][CH2:56][CH2:55][CH2:54][C@H:53]1[O:58][C:59](=[O:64])[O:60][CH:61]([O:16][C:14]1[N:13]([C:17]2[N:18]=[CH:19][CH:20]=[CH:21][N:22]=2)[N:12]=[C:11]([CH:10]([NH:9][C:6]2[CH:5]=[CH:4][C:3]([C:2]([NH2:1])=[N:36][C:37](=[O:45])[C:38]3[CH:39]=[CH:40][C:41]([CH3:44])=[CH:42][CH:43]=3)=[CH:8][CH:7]=2)[C:23]2[CH:28]=[C:27]([O:29][CH3:30])[CH:26]=[C:25]([O:31][CH2:32][CH2:33][OH:34])[C:24]=2[F:35])[N:15]=1)[CH3:62].